This data is from Catalyst prediction with 721,799 reactions and 888 catalyst types from USPTO. The task is: Predict which catalyst facilitates the given reaction. Reactant: [NH2:1][C:2]1[C:11]2[C:6](=[CH:7][C:8]([N:12]3[C:20]4[CH2:19][C:18]([CH3:22])([CH3:21])[CH2:17][C:16](=[O:23])[C:15]=4[C:14]([CH3:24])=[CH:13]3)=[CH:9][CH:10]=2)[C:5]([C:25]#[N:26])=[CH:4][N:3]=1.[NH2:27][OH:28].C(N(CC)CC)C. Product: [NH2:1][C:2]1[C:11]2[C:6](=[CH:7][C:8]([N:12]3[C:20]4[CH2:19][C:18]([CH3:21])([CH3:22])[CH2:17][C:16](=[O:23])[C:15]=4[C:14]([CH3:24])=[CH:13]3)=[CH:9][CH:10]=2)[C:5]([C:25]([NH:27][OH:28])=[NH:26])=[CH:4][N:3]=1. The catalyst class is: 14.